Regression. Given two drug SMILES strings and cell line genomic features, predict the synergy score measuring deviation from expected non-interaction effect. From a dataset of NCI-60 drug combinations with 297,098 pairs across 59 cell lines. (1) Synergy scores: CSS=1.49, Synergy_ZIP=4.03, Synergy_Bliss=11.0, Synergy_Loewe=4.39, Synergy_HSA=4.67. Cell line: SF-539. Drug 1: CN1C(=O)N2C=NC(=C2N=N1)C(=O)N. Drug 2: CC(C)NC(=O)C1=CC=C(C=C1)CNNC.Cl. (2) Drug 1: CC12CCC(CC1=CCC3C2CCC4(C3CC=C4C5=CN=CC=C5)C)O. Drug 2: CC1=C(C(=O)C2=C(C1=O)N3CC4C(C3(C2COC(=O)N)OC)N4)N. Cell line: U251. Synergy scores: CSS=33.6, Synergy_ZIP=0.693, Synergy_Bliss=2.52, Synergy_Loewe=-17.2, Synergy_HSA=3.52. (3) Drug 1: CC1C(C(CC(O1)OC2CC(OC(C2O)C)OC3=CC4=CC5=C(C(=O)C(C(C5)C(C(=O)C(C(C)O)O)OC)OC6CC(C(C(O6)C)O)OC7CC(C(C(O7)C)O)OC8CC(C(C(O8)C)O)(C)O)C(=C4C(=C3C)O)O)O)O. Drug 2: C1CNP(=O)(OC1)N(CCCl)CCCl. Cell line: PC-3. Synergy scores: CSS=30.4, Synergy_ZIP=-1.06, Synergy_Bliss=-3.92, Synergy_Loewe=-47.4, Synergy_HSA=-3.94. (4) Drug 1: C1CCN(CC1)CCOC2=CC=C(C=C2)C(=O)C3=C(SC4=C3C=CC(=C4)O)C5=CC=C(C=C5)O. Drug 2: COC1=NC(=NC2=C1N=CN2C3C(C(C(O3)CO)O)O)N. Cell line: T-47D. Synergy scores: CSS=10.3, Synergy_ZIP=-0.810, Synergy_Bliss=1.35, Synergy_Loewe=-0.170, Synergy_HSA=1.06. (5) Drug 1: CC1=C(C=C(C=C1)NC2=NC=CC(=N2)N(C)C3=CC4=NN(C(=C4C=C3)C)C)S(=O)(=O)N.Cl. Drug 2: CC1CCC2CC(C(=CC=CC=CC(CC(C(=O)C(C(C(=CC(C(=O)CC(OC(=O)C3CCCCN3C(=O)C(=O)C1(O2)O)C(C)CC4CCC(C(C4)OC)O)C)C)O)OC)C)C)C)OC. Cell line: NCI-H226. Synergy scores: CSS=30.2, Synergy_ZIP=-0.692, Synergy_Bliss=6.11, Synergy_Loewe=7.82, Synergy_HSA=8.99. (6) Drug 1: C1=CC(=C2C(=C1NCCNCCO)C(=O)C3=C(C=CC(=C3C2=O)O)O)NCCNCCO. Drug 2: CCC(=C(C1=CC=CC=C1)C2=CC=C(C=C2)OCCN(C)C)C3=CC=CC=C3.C(C(=O)O)C(CC(=O)O)(C(=O)O)O. Cell line: NCI/ADR-RES. Synergy scores: CSS=1.39, Synergy_ZIP=0.0699, Synergy_Bliss=-0.145, Synergy_Loewe=-5.16, Synergy_HSA=-1.65. (7) Drug 1: CC1=C(C=C(C=C1)NC2=NC=CC(=N2)N(C)C3=CC4=NN(C(=C4C=C3)C)C)S(=O)(=O)N.Cl. Drug 2: C1CC(=O)NC(=O)C1N2C(=O)C3=CC=CC=C3C2=O. Cell line: SK-MEL-2. Synergy scores: CSS=2.14, Synergy_ZIP=1.72, Synergy_Bliss=4.88, Synergy_Loewe=3.23, Synergy_HSA=1.34. (8) Drug 1: CC1OCC2C(O1)C(C(C(O2)OC3C4COC(=O)C4C(C5=CC6=C(C=C35)OCO6)C7=CC(=C(C(=C7)OC)O)OC)O)O. Drug 2: C1C(C(OC1N2C=NC(=NC2=O)N)CO)O. Cell line: DU-145. Synergy scores: CSS=29.3, Synergy_ZIP=3.68, Synergy_Bliss=6.10, Synergy_Loewe=-1.99, Synergy_HSA=7.56. (9) Drug 1: C1CC(C1)(C(=O)O)C(=O)O.[NH2-].[NH2-].[Pt+2]. Drug 2: C1=CC=C(C(=C1)C(C2=CC=C(C=C2)Cl)C(Cl)Cl)Cl. Cell line: SK-MEL-5. Synergy scores: CSS=20.8, Synergy_ZIP=-8.25, Synergy_Bliss=-5.89, Synergy_Loewe=-8.18, Synergy_HSA=-1.82. (10) Drug 1: C1=NC2=C(N1)C(=S)N=CN2. Drug 2: COC1=C2C(=CC3=C1OC=C3)C=CC(=O)O2. Cell line: RPMI-8226. Synergy scores: CSS=7.90, Synergy_ZIP=7.19, Synergy_Bliss=2.11, Synergy_Loewe=-45.2, Synergy_HSA=-10.4.